From a dataset of Full USPTO retrosynthesis dataset with 1.9M reactions from patents (1976-2016). Predict the reactants needed to synthesize the given product. (1) Given the product [CH2:1]([O:5][C:6]1[C:7]([CH2:13][O:14][S:25]([CH3:24])(=[O:27])=[O:26])=[N:8][C:9]([CH3:12])=[CH:10][CH:11]=1)[CH:2]([CH3:4])[CH3:3], predict the reactants needed to synthesize it. The reactants are: [CH2:1]([O:5][C:6]1[C:7]([CH2:13][OH:14])=[N:8][C:9]([CH3:12])=[CH:10][CH:11]=1)[CH:2]([CH3:4])[CH3:3].C(N(C(C)C)CC)(C)C.[CH3:24][S:25](O[S:25]([CH3:24])(=[O:27])=[O:26])(=[O:27])=[O:26]. (2) Given the product [CH3:22][C:21]1[C:16]([O:8][C:5]2[CH:6]=[CH:7][C:2]([NH2:1])=[CH:3][CH:4]=2)=[N:17][CH:18]=[CH:19][CH:20]=1, predict the reactants needed to synthesize it. The reactants are: [NH2:1][C:2]1[CH:7]=[CH:6][C:5]([OH:8])=[CH:4][CH:3]=1.C(=O)([O-])[O-].[Cs+].[Cs+].F[C:16]1[C:21]([CH3:22])=[CH:20][CH:19]=[CH:18][N:17]=1. (3) The reactants are: [F:1][CH:2]([F:40])[O:3][C:4]1[CH:5]=[C:6]2[C:10](=[CH:11][CH:12]=1)[N:9]([CH3:13])[N:8]=[C:7]2[C:14]1[N:15]=[C:16]2[C:22]([C:23]([NH:25][C@@H:26]3[CH2:31][CH2:30][C@H:29]([NH:32]C(=O)OC(C)(C)C)[CH2:28][CH2:27]3)=[O:24])=[CH:21][NH:20][C:17]2=[N:18][CH:19]=1.[ClH:41]. Given the product [ClH:41].[NH2:32][C@@H:29]1[CH2:28][CH2:27][C@H:26]([NH:25][C:23]([C:22]2[C:16]3=[N:15][C:14]([C:7]4[C:6]5[C:10](=[CH:11][CH:12]=[C:4]([O:3][CH:2]([F:1])[F:40])[CH:5]=5)[N:9]([CH3:13])[N:8]=4)=[CH:19][N:18]=[C:17]3[NH:20][CH:21]=2)=[O:24])[CH2:31][CH2:30]1, predict the reactants needed to synthesize it. (4) Given the product [CH2:1]([N:8]([CH3:25])[CH:9]1[CH2:14][CH2:13][C:12]([C:16]2[CH:21]=[CH:20][N:19]=[C:18]([N:22]([CH3:24])[CH3:23])[CH:17]=2)=[CH:11][CH2:10]1)[C:2]1[CH:7]=[CH:6][CH:5]=[CH:4][CH:3]=1, predict the reactants needed to synthesize it. The reactants are: [CH2:1]([N:8]([CH3:25])[CH:9]1[CH2:14][CH2:13][C:12]([C:16]2[CH:21]=[CH:20][N:19]=[C:18]([N:22]([CH3:24])[CH3:23])[CH:17]=2)(O)[CH2:11][CH2:10]1)[C:2]1[CH:7]=[CH:6][CH:5]=[CH:4][CH:3]=1.CC1C=CC(S(O)(=O)=O)=CC=1. (5) Given the product [CH2:40]([O:39][C:37]([CH2:21][NH:10][CH2:9][CH2:8][O:7][C:6]1[CH:22]=[CH:23][CH:24]=[CH:25][C:5]=1[C:2]1([NH:1][C:27]2[C:28](=[O:46])[N:29]([C:34]3[CH:35]=[C:36]([CH:41]=[C:42]([F:45])[C:43]=3[CH3:44])[C:37]([O:39][CH3:40])=[O:38])[CH:30]=[C:31]([Br:33])[N:32]=2)[CH2:3][CH2:4]1)=[O:38])[C:52]1[CH:51]=[CH:53][CH:35]=[CH:34][CH:43]=1, predict the reactants needed to synthesize it. The reactants are: [NH2:1][C:2]1([C:5]2[CH:25]=[CH:24][CH:23]=[CH:22][C:6]=2[O:7][CH2:8][CH2:9][N:10]([CH3:21])C(=O)OCC2C=CC=CC=2)[CH2:4][CH2:3]1.Br[C:27]1[C:28](=[O:46])[N:29]([C:34]2[CH:35]=[C:36]([CH:41]=[C:42]([F:45])[C:43]=2[CH3:44])[C:37]([O:39][CH3:40])=[O:38])[CH:30]=[C:31]([Br:33])[N:32]=1.C(N(CC)[CH:51]([CH3:53])[CH3:52])(C)C.